Task: Predict the reactants needed to synthesize the given product.. Dataset: Full USPTO retrosynthesis dataset with 1.9M reactions from patents (1976-2016) Given the product [CH3:9][O:8][C:5]1[N:6]=[CH:7][C:2]([NH:1][C:13]([NH2:14])=[N:10][C:11]#[N:12])=[CH:3][CH:4]=1, predict the reactants needed to synthesize it. The reactants are: [NH2:1][C:2]1[CH:3]=[CH:4][C:5]([O:8][CH3:9])=[N:6][CH:7]=1.[N-:10]([C:13]#[N:14])[C:11]#[N:12].[Na+].